This data is from Full USPTO retrosynthesis dataset with 1.9M reactions from patents (1976-2016). The task is: Predict the reactants needed to synthesize the given product. (1) Given the product [NH:38]1[C:1]([C:3]2[CH:4]=[C:5]([N:9]3[C:18]4[CH:17]=[CH:16][C:15]5[CH:19]=[CH:20][CH:21]=[CH:22][C:14]=5[C:13]=4[NH:12][C:11](=[O:23])[C:10]3=[O:24])[CH:6]=[CH:7][CH:8]=2)=[N:2][N:40]=[N:39]1, predict the reactants needed to synthesize it. The reactants are: [C:1]([C:3]1[CH:4]=[C:5]([N:9]2[C:18]3[CH:17]=[CH:16][C:15]4[CH:19]=[CH:20][CH:21]=[CH:22][C:14]=4[C:13]=3[NH:12][C:11](=[O:23])[C:10]2=[O:24])[CH:6]=[CH:7][CH:8]=1)#[N:2].C([Sn]([N:38]=[N+:39]=[N-:40])(CCCC)CCCC)CCC.[OH-].[Na+]. (2) Given the product [Cl:12][C:13]1[C:18]([N:19]2[CH2:20][CH2:21][CH:22]([C:25]3[CH:26]=[CH:27][CH:28]=[CH:29][CH:30]=3)[CH2:23][CH2:24]2)=[CH:17][N:16]=[N:15][C:14]=1[NH:31][NH:32][C:4](=[O:5])[CH2:3][CH:2]([CH3:7])[CH3:1], predict the reactants needed to synthesize it. The reactants are: [CH3:1][CH:2]([CH3:7])[CH2:3][C:4](O)=[O:5].S(Cl)(Cl)=O.[Cl:12][C:13]1[C:18]([N:19]2[CH2:24][CH2:23][CH:22]([C:25]3[CH:30]=[CH:29][CH:28]=[CH:27][CH:26]=3)[CH2:21][CH2:20]2)=[CH:17][N:16]=[N:15][C:14]=1[NH:31][NH2:32].C(=O)(O)[O-].[Na+]. (3) Given the product [CH3:2][C@@H:3]([NH:14][CH2:15][CH2:16][CH2:17][C:18]1[CH:19]=[CH:20][CH:21]=[C:22]([C:24]([F:25])([F:26])[F:27])[CH:23]=1)[C:4]1[CH:5]=[CH:6][CH:7]=[C:8]2[CH:13]=[CH:12][CH:11]=[CH:10][C:9]=12, predict the reactants needed to synthesize it. The reactants are: O.[CH3:2][C@@H:3]([NH:14][CH2:15][CH2:16][CH2:17][C:18]1[CH:19]=[CH:20][CH:21]=[C:22]([C:24]([F:27])([F:26])[F:25])[CH:23]=1)[C:4]1[CH:5]=[CH:6][CH:7]=[C:8]2[CH:13]=[CH:12][CH:11]=[CH:10][C:9]=12.C([O-])(=O)C([O-])=O.[OH-].[Na+]. (4) Given the product [ClH:31].[O:1]1[C:6]2[CH:7]=[CH:8][C:9]([CH2:11][NH:12][CH:13]3[CH2:18][CH2:17][N:16]([CH2:19][CH2:20][N:21]4[C:30]5[C:25](=[CH:26][CH:27]=[CH:28][CH:29]=5)[C:24]([Cl:31])=[CH:23][C:22]4=[O:32])[CH2:15][CH2:14]3)=[CH:10][C:5]=2[O:4][CH2:3][CH2:2]1, predict the reactants needed to synthesize it. The reactants are: [O:1]1[C:6]2[CH:7]=[CH:8][C:9]([CH2:11][NH:12][CH:13]3[CH2:18][CH2:17][N:16]([CH2:19][CH2:20][N:21]4[C:30]5[C:25](=[CH:26][CH:27]=[CH:28][CH:29]=5)[C:24]([Cl:31])=[CH:23][C:22]4=[O:32])[CH2:15][CH2:14]3)=[CH:10][C:5]=2[O:4][CH2:3][CH2:2]1.Cl.C(OCC)(=O)C.